This data is from Full USPTO retrosynthesis dataset with 1.9M reactions from patents (1976-2016). The task is: Predict the reactants needed to synthesize the given product. (1) Given the product [CH2:1]([O:3][C:4](=[O:27])[CH:5]([O:24][CH2:25][CH3:26])[CH2:6][C:7]1[CH:12]=[CH:11][C:10]([O:13][CH2:14][CH2:15][C:16]2[CH:17]=[CH:18][C:19]([N:22]([C:35](=[O:39])[CH:36]([CH3:38])[CH3:37])[CH3:23])=[CH:20][CH:21]=2)=[CH:9][CH:8]=1)[CH3:2], predict the reactants needed to synthesize it. The reactants are: [CH2:1]([O:3][C:4](=[O:27])[CH:5]([O:24][CH2:25][CH3:26])[CH2:6][C:7]1[CH:12]=[CH:11][C:10]([O:13][CH2:14][CH2:15][C:16]2[CH:21]=[CH:20][C:19]([NH:22][CH3:23])=[CH:18][CH:17]=2)=[CH:9][CH:8]=1)[CH3:2].C1(C)C=CC=CC=1.[C:35](O[C:35](=[O:39])[CH:36]([CH3:38])[CH3:37])(=[O:39])[CH:36]([CH3:38])[CH3:37]. (2) Given the product [Br:1][C:2]1[CH:3]=[C:4]([CH:8]2[NH:9][CH2:10][CH2:11][N:12]([C:15]3[C:24]4[C:19](=[CH:20][C:21]([O:27][CH3:28])=[C:22]([O:25][CH3:26])[CH:23]=4)[N:18]=[CH:17][N:16]=3)[CH2:13]2)[CH:5]=[CH:6][CH:7]=1, predict the reactants needed to synthesize it. The reactants are: [Br:1][C:2]1[CH:3]=[C:4]([CH:8]2[CH2:13][NH:12][CH2:11][CH2:10][NH:9]2)[CH:5]=[CH:6][CH:7]=1.Cl[C:15]1[C:24]2[C:19](=[CH:20][C:21]([O:27][CH3:28])=[C:22]([O:25][CH3:26])[CH:23]=2)[N:18]=[CH:17][N:16]=1. (3) Given the product [Cl:1][C:2]1[CH:7]=[C:6]([Cl:8])[CH:5]=[CH:4][C:3]=1[C:9]1[N:10]=[C:11]([CH3:30])[C:12]([NH:17][C@@H:18]2[C:26]3[C:21](=[CH:22][CH:23]=[CH:24][CH:25]=3)[CH2:20][C@@H:19]2[O:27][CH2:28][CH3:29])=[N:13][C:14]=1[CH3:15], predict the reactants needed to synthesize it. The reactants are: [Cl:1][C:2]1[CH:7]=[C:6]([Cl:8])[CH:5]=[CH:4][C:3]=1[C:9]1[N:10]=[C:11]([CH2:30]C)[C:12]([NH:17][C@@H:18]2[C:26]3[C:21](=[CH:22][CH:23]=[CH:24][CH:25]=3)[CH2:20][C@@H:19]2[O:27][CH2:28][CH3:29])=[N:13][C:14]=1[CH2:15]C.ClC1C=C(Cl)C=CC=1C1N=C(C)C(N[C@@H]2C3C(=CC=CC=3)C[C@@H]2O)=NC=1C. (4) Given the product [Cl:33][C:30]1[CH:31]=[CH:32][C:27]([NH:26][C:24](=[O:25])[NH:23][C:20]2[CH:21]=[CH:22][C:17]([N:12]3[CH:11]=[N:10][C:9]4[C:13]3=[N:14][CH:15]=[N:16][C:8]=4[NH:7][C:5]([NH:4][CH2:1][CH2:2][OH:39])=[O:6])=[CH:18][CH:19]=2)=[CH:28][C:29]=1[C:34]([F:37])([F:36])[F:35], predict the reactants needed to synthesize it. The reactants are: [CH2:1]([NH:4][C:5]([NH:7][C:8]1[N:16]=[CH:15][N:14]=[C:13]2[C:9]=1[N:10]=[CH:11][N:12]2[C:17]1[CH:22]=[CH:21][C:20]([NH:23][C:24]([NH:26][C:27]2[CH:32]=[CH:31][C:30]([Cl:33])=[C:29]([C:34]([F:37])([F:36])[F:35])[CH:28]=2)=[O:25])=[CH:19][CH:18]=1)=[O:6])[CH:2]=C.I([O-])(=O)(=O)=[O:39].[Na+].[BH4-].[Na+]. (5) Given the product [Br:33][CH2:20][C:13]1[NH:12][C:11]([C:21]2[S:22][CH:23]=[CH:24][N:25]=2)=[N:10][C@@H:9]([C:3]2[CH:4]=[CH:5][C:6]([F:8])=[CH:7][C:2]=2[Cl:1])[C:14]=1[C:15]([O:17][CH2:18][CH3:19])=[O:16], predict the reactants needed to synthesize it. The reactants are: [Cl:1][C:2]1[CH:7]=[C:6]([F:8])[CH:5]=[CH:4][C:3]=1[C@H:9]1[C:14]([C:15]([O:17][CH2:18][CH3:19])=[O:16])=[C:13]([CH3:20])[NH:12][C:11]([C:21]2[S:22][CH:23]=[CH:24][N:25]=2)=[N:10]1.C1C(=O)N([Br:33])C(=O)C1. (6) Given the product [Br:1][C:2]1[C:10]([O:11][CH3:12])=[CH:9][C:5]([C:6]([O:8][CH3:20])=[O:7])=[C:4]([N+:13]([O-:15])=[O:14])[CH:3]=1, predict the reactants needed to synthesize it. The reactants are: [Br:1][C:2]1[C:10]([O:11][CH3:12])=[CH:9][C:5]([C:6]([OH:8])=[O:7])=[C:4]([N+:13]([O-:15])=[O:14])[CH:3]=1.O=S(Cl)Cl.[CH3:20]O. (7) Given the product [F:22][C:23]([F:28])([F:27])[C:24]([O-:26])=[O:25].[F:22][C:23]([F:28])([F:27])[C:24]([O-:26])=[O:25].[CH3:13][O:12][C:10](=[O:11])[CH:9]([NH2+:8][CH3:6])[CH2:14][C:15]1[CH:20]=[CH:19][CH:18]=[CH:17][NH+:16]=1, predict the reactants needed to synthesize it. The reactants are: C(O[C:6]([N:8](C)[CH:9]([CH2:14][C:15]1[CH:20]=[CH:19][CH:18]=[CH:17][N:16]=1)[C:10]([O:12][CH3:13])=[O:11])=O)(C)(C)C.[F:22][C:23]([F:28])([F:27])[C:24]([OH:26])=[O:25].